This data is from Full USPTO retrosynthesis dataset with 1.9M reactions from patents (1976-2016). The task is: Predict the reactants needed to synthesize the given product. (1) Given the product [NH2:13][C:11]1[CH:10]=[C:9]([N:16]2[CH2:21][CH2:20][CH:19]([OH:22])[CH2:18][CH2:17]2)[CH:8]=[C:7]([N:1]2[CH2:6][CH2:5][O:4][CH2:3][CH2:2]2)[CH:12]=1, predict the reactants needed to synthesize it. The reactants are: [N:1]1([C:7]2[CH:8]=[C:9]([N:16]3[CH2:21][CH2:20][CH:19]([OH:22])[CH2:18][CH2:17]3)[CH:10]=[C:11]([N+:13]([O-])=O)[CH:12]=2)[CH2:6][CH2:5][O:4][CH2:3][CH2:2]1.[H][H]. (2) Given the product [CH3:12][O:13][CH2:14][CH2:15][NH:16][CH2:2][CH2:3][NH:4][C:5](=[O:11])[O:6][C:7]([CH3:10])([CH3:9])[CH3:8], predict the reactants needed to synthesize it. The reactants are: Br[CH2:2][CH2:3][NH:4][C:5](=[O:11])[O:6][C:7]([CH3:10])([CH3:9])[CH3:8].[CH3:12][O:13][CH2:14][CH2:15][NH2:16].C(N(CC)C(C)C)(C)C. (3) Given the product [CH3:40][N:35]1[CH2:36][CH2:37][N:38]([CH3:39])[CH:33]([C:29]2[CH:30]=[CH:31][CH:32]=[C:27]([NH:26][C:22]3[N:21]=[CH:20][C:19]4=[CH:18][CH:17]=[C:16]([C:12]5[CH:13]=[CH:14][CH:15]=[C:10]([S:7]([N:1]6[CH2:2][CH2:3][O:4][CH2:5][CH2:6]6)(=[O:8])=[O:9])[CH:11]=5)[N:24]4[N:23]=3)[CH:28]=2)[C:34]1=[O:41], predict the reactants needed to synthesize it. The reactants are: [N:1]1([S:7]([C:10]2[CH:11]=[C:12]([C:16]3[N:24]4[C:19]([CH:20]=[N:21][C:22](O)=[N:23]4)=[CH:18][CH:17]=3)[CH:13]=[CH:14][CH:15]=2)(=[O:9])=[O:8])[CH2:6][CH2:5][O:4][CH2:3][CH2:2]1.[NH2:26][C:27]1[CH:28]=[C:29]([CH:33]2[N:38]([CH3:39])[CH2:37][CH2:36][N:35]([CH3:40])[C:34]2=[O:41])[CH:30]=[CH:31][CH:32]=1.